From a dataset of Reaction yield outcomes from USPTO patents with 853,638 reactions. Predict the reaction yield, written as a fraction of the theoretical maximum amount of product (1.0 means a 100% yield; for example, 0.34 means a 34% yield). (1) The product is [C:1]([O:5][C:6]([N:8]1[CH2:13][CH2:12][C:11](=[O:14])[CH:10]([F:20])[CH2:9]1)=[O:7])([CH3:4])([CH3:3])[CH3:2]. The catalyst is CC#N. The reactants are [C:1]([O:5][C:6]([N:8]1[CH2:13][CH:12]=[C:11]([O:14][Si](C)(C)C)[CH2:10][CH2:9]1)=[O:7])([CH3:4])([CH3:3])[CH3:2].[B-](F)(F)(F)[F:20].[B-](F)(F)(F)F.C1[N+]2(CCl)CC[N+](F)(CC2)C1.CCOC(C)=O. The yield is 0.830. (2) The reactants are [Cl:1][C:2]1[CH:7]=[CH:6][N:5]=[C:4]2[CH:8]=[C:9]([C:11]3[S:12][C:13]([C:17]([OH:19])=O)=[C:14]([CH3:16])[N:15]=3)[S:10][C:3]=12.[Cl:20]CCCl.CN(C)C=O.S(Cl)(Cl)=O. The catalyst is C(OCC)C. The product is [Cl:1][C:2]1[CH:7]=[CH:6][N:5]=[C:4]2[CH:8]=[C:9]([C:11]3[S:12][C:13]([C:17]([Cl:20])=[O:19])=[C:14]([CH3:16])[N:15]=3)[S:10][C:3]=12. The yield is 0.780. (3) The reactants are [NH2:1][C:2]1[CH:3]=[C:4]([C:8]2[C:9]([NH2:28])=[N:10][CH:11]=[N:12][C:13]=2[O:14][C:15]2[CH:20]=[CH:19][C:18]([O:21][C:22]3[CH:27]=[CH:26][CH:25]=[CH:24][CH:23]=3)=[CH:17][CH:16]=2)[CH:5]=[CH:6][CH:7]=1.[O:29]1[CH2:34][CH2:33][N:32]([CH2:35]/[CH:36]=[CH:37]/[C:38](O)=[O:39])[CH2:31][CH2:30]1. No catalyst specified. The product is [NH2:28][C:9]1[C:8]([C:4]2[CH:3]=[C:2]([NH:1][C:38](=[O:39])/[CH:37]=[CH:36]/[CH2:35][N:32]3[CH2:31][CH2:30][O:29][CH2:34][CH2:33]3)[CH:7]=[CH:6][CH:5]=2)=[C:13]([O:14][C:15]2[CH:20]=[CH:19][C:18]([O:21][C:22]3[CH:27]=[CH:26][CH:25]=[CH:24][CH:23]=3)=[CH:17][CH:16]=2)[N:12]=[CH:11][N:10]=1. The yield is 0.150. (4) The reactants are [CH3:1][N:2]1[CH2:7][CH2:6][N:5]([C:8]2[C:13]([N+:14]([O-])=O)=[CH:12][CH:11]=[CH:10][N:9]=2)[CH2:4][CH2:3]1. The catalyst is CO.[Pd]. The product is [CH3:1][N:2]1[CH2:3][CH2:4][N:5]([C:8]2[C:13]([NH2:14])=[CH:12][CH:11]=[CH:10][N:9]=2)[CH2:6][CH2:7]1. The yield is 0.520.